This data is from Reaction yield outcomes from USPTO patents with 853,638 reactions. The task is: Predict the reaction yield, written as a fraction of the theoretical maximum amount of product (1.0 means a 100% yield; for example, 0.34 means a 34% yield). (1) The reactants are [C:1]([C:5]1[C:13]2[C:8](=[CH:9][C:10]([N+:14]([O-])=O)=[CH:11][CH:12]=2)[NH:7][CH:6]=1)([CH3:4])([CH3:3])[CH3:2]. The catalyst is C(O)C.[Ni]. The product is [C:1]([C:5]1[C:13]2[C:8](=[CH:9][C:10]([NH2:14])=[CH:11][CH:12]=2)[NH:7][CH:6]=1)([CH3:4])([CH3:2])[CH3:3]. The yield is 0.773. (2) The reactants are [C:1]([O:5][C:6]([NH:8][C@:9]1([C:14]([O:16][CH2:17][CH3:18])=[O:15])[CH2:11][C@H:10]1[CH:12]=[CH2:13])=[O:7])([CH3:4])([CH3:3])[CH3:2].B1C2CCCC1CCC2.C([O-])(=[O:30])C.[Na+].OO. The catalyst is C1COCC1.CCCCCC.CCOC(C)=O. The product is [C:1]([O:5][C:6]([NH:8][C@:9]1([C:14]([O:16][CH2:17][CH3:18])=[O:15])[CH2:11][C@H:10]1[CH2:12][CH2:13][OH:30])=[O:7])([CH3:4])([CH3:2])[CH3:3]. The yield is 0.702.